Predict the reaction yield, written as a fraction of the theoretical maximum amount of product (1.0 means a 100% yield; for example, 0.34 means a 34% yield). From a dataset of Reaction yield outcomes from USPTO patents with 853,638 reactions. (1) The product is [F:1][C:2]1[CH:7]=[CH:6][C:5]([F:8])=[CH:4][C:3]=1[CH:9]([S:20]([C:23]1[CH:24]=[CH:25][C:26]([CH3:29])=[CH:27][CH:28]=1)(=[O:21])=[O:22])[C:10]1[C:11]([CH3:19])=[CH:12][C:13]([C:16]([NH:30][CH2:31][CH2:32][OH:33])=[O:18])=[N:14][CH:15]=1. The yield is 0.540. The reactants are [F:1][C:2]1[CH:7]=[CH:6][C:5]([F:8])=[CH:4][C:3]=1[CH:9]([S:20]([C:23]1[CH:28]=[CH:27][C:26]([CH3:29])=[CH:25][CH:24]=1)(=[O:22])=[O:21])[C:10]1[C:11]([CH3:19])=[CH:12][C:13]([C:16]([OH:18])=O)=[N:14][CH:15]=1.[NH2:30][CH2:31][CH2:32][OH:33].Cl.C(N=C=NCCCN(C)C)C.ON1C2C=CC=CC=2N=N1.C(N(CC)CC)C. The catalyst is C(Cl)Cl.O. (2) The reactants are BrC1N=C2N(CCN3CCCC3=O)C(=O)NC2=NC=1.[NH:20]1[CH:24]=[N:23][C:22]([C:25]2[CH:30]=[CH:29][C:28]([C:31]3[N:36]=[C:35]4[N:37]([CH2:41][CH2:42][N:43]5[CH2:47][CH2:46][CH2:45][C:44]5=[O:48])[C:38](=[O:40])[NH:39][C:34]4=[N:33][CH:32]=3)=[CH:27][CH:26]=2)=[N:21]1.Cl.N1C(C2C=CC(B(O)O)=CC=2)=NC=N1.C(=O)([O-])[O-].[Na+].[Na+]. The catalyst is C1C=CC([PH+]([C]2[CH][CH][CH][CH]2)C2C=CC=CC=2)=CC=1.C1C=CC([PH+]([C]2[CH][CH][CH][CH]2)C2C=CC=CC=2)=CC=1.C(Cl)Cl.Cl[Pd]Cl.[Fe].O1CCOCC1. The product is [NH:20]1[CH:24]=[N:23][C:22]([C:25]2[CH:30]=[CH:29][C:28]([C:31]3[N:36]=[C:35]4[N:37]([CH2:41][CH2:42][N:43]5[CH2:47][CH2:46][CH2:45][C:44]5=[O:48])[C:38](=[O:40])[NH:39][C:34]4=[N:33][CH:32]=3)=[CH:27][CH:26]=2)=[N:21]1. The yield is 0.0700. (3) The reactants are [Na].Cl[C:3]1[N:11]=[C:10]2[C:6]([NH:7][CH:8]=[N:9]2)=[C:5]([NH2:12])[N:4]=1.O.[CH2:14]([OH:18])[CH2:15][CH2:16][CH3:17]. No catalyst specified. The product is [CH2:14]([O:18][C:3]1[N:11]=[C:10]2[C:6]([NH:7][CH:8]=[N:9]2)=[C:5]([NH2:12])[N:4]=1)[CH2:15][CH2:16][CH3:17]. The yield is 0.760. (4) The reactants are [CH3:1][C:2]1[N:3]=[CH:4][C:5]([C:8]([OH:10])=O)=[N:6][CH:7]=1.CN(C(ON1N=NC2C=CC=NC1=2)=[N+](C)C)C.F[P-](F)(F)(F)(F)F.[CH:35]1[C:43]2[N:42]3[C:44]([C@@H:47]4[C@H:51]([CH3:52])[CH2:50][C@H:49]([NH2:53])[CH2:48]4)=[CH:45][N:46]=[C:41]3[CH:40]=[N:39][C:38]=2[NH:37][CH:36]=1. The catalyst is CN(C=O)C.C(Cl)Cl. The product is [CH:35]1[C:43]2[N:42]3[C:44]([C@@H:47]4[C@H:51]([CH3:52])[CH2:50][C@H:49]([NH:53][C:8]([C:5]5[CH:4]=[N:3][C:2]([CH3:1])=[CH:7][N:6]=5)=[O:10])[CH2:48]4)=[CH:45][N:46]=[C:41]3[CH:40]=[N:39][C:38]=2[NH:37][CH:36]=1. The yield is 0.440. (5) The reactants are C(OC([N:8]([CH2:21][CH:22]1[CH2:24][CH2:23]1)[CH2:9][C@H:10]([C:14]1[CH:19]=[CH:18][C:17]([Cl:20])=[CH:16][CH:15]=1)[C:11]([OH:13])=[O:12])=O)(C)(C)C.Cl. The catalyst is C(Cl)Cl. The product is [ClH:20].[Cl:20][C:17]1[CH:16]=[CH:15][C:14]([C@@H:10]([CH2:9][NH:8][CH2:21][CH:22]2[CH2:24][CH2:23]2)[C:11]([OH:13])=[O:12])=[CH:19][CH:18]=1. The yield is 0.950. (6) The reactants are [CH3:1][O:2][C:3]1[CH:8]=[C:7]([O:9][CH3:10])[CH:6]=[CH:5][C:4]=1[C:11](=[O:18])[CH2:12][C:13]([O:15][CH2:16][CH3:17])=[O:14].O[C:20]1[CH:21]=[C:22]([NH:26][C:27](=[O:29])[CH3:28])[CH:23]=[CH:24][CH:25]=1. No catalyst specified. The product is [C:27]([NH:26][C:22]1[CH:23]=[CH:24][C:25]2[C:12]([C:13]([O:15][CH2:16][CH3:17])=[O:14])=[C:11]([C:4]3[CH:5]=[CH:6][C:7]([O:9][CH3:10])=[CH:8][C:3]=3[O:2][CH3:1])[O:18][C:20]=2[CH:21]=1)(=[O:29])[CH3:28]. The yield is 0.630. (7) The reactants are Cl[C:2]1[C:11]2[C:6](=[CH:7][CH:8]=[CH:9][CH:10]=2)[N:5]=[CH:4][N:3]=1.[CH3:12][O:13][C:14]1[CH:15]=[C:16]2[C:21](=[CH:22][CH:23]=1)[NH:20][CH2:19][CH2:18][CH2:17]2. The catalyst is Cl.CC(O)C. The product is [CH3:12][O:13][C:14]1[CH:15]=[C:16]2[C:21](=[CH:22][CH:23]=1)[N:20]([C:2]1[C:11]3[C:6](=[CH:7][CH:8]=[CH:9][CH:10]=3)[N:5]=[CH:4][N:3]=1)[CH2:19][CH2:18][CH2:17]2. The yield is 0.649. (8) The yield is 1.00. The catalyst is C(#N)C.O. The reactants are Br[C:2]1[CH:3]=[C:4]2[C:10]([C:11]3[CH:16]=[CH:15][CH:14]=[CH:13][C:12]=3[O:17][CH3:18])=[N:9][N:8]([CH2:19][O:20][CH2:21][CH2:22][O:23][CH3:24])[C:5]2=[N:6][CH:7]=1.[CH3:25][O:26][C:27]([C:29]1[CH:30]=[C:31](B(O)O)[CH:32]=[CH:33][CH:34]=1)=[O:28].C(=O)([O-])[O-].[Na+].[Na+].C(OCC)(=O)C. The product is [CH3:25][O:26][C:27](=[O:28])[C:29]1[CH:30]=[CH:31][CH:32]=[C:33]([C:2]2[CH:3]=[C:4]3[C:10]([C:11]4[CH:16]=[CH:15][CH:14]=[CH:13][C:12]=4[O:17][CH3:18])=[N:9][N:8]([CH2:19][O:20][CH2:21][CH2:22][O:23][CH3:24])[C:5]3=[N:6][CH:7]=2)[CH:34]=1. (9) The reactants are [CH:1]([O:4][C:5]1[CH:10]=[CH:9][C:8]([C:11]2[O:12][C:13]([CH3:18])=[C:14]([CH3:17])[N+:15]=2[O-])=[CH:7][CH:6]=1)([CH3:3])[CH3:2].Cl.P(Cl)(Cl)([Cl:22])=O.N. The catalyst is C(Cl)(Cl)Cl. The product is [Cl:22][CH2:17][C:14]1[N:15]=[C:11]([C:8]2[CH:9]=[CH:10][C:5]([O:4][CH:1]([CH3:3])[CH3:2])=[CH:6][CH:7]=2)[O:12][C:13]=1[CH3:18]. The yield is 0.600.